From a dataset of Forward reaction prediction with 1.9M reactions from USPTO patents (1976-2016). Predict the product of the given reaction. (1) Given the reactants [Cl:1][C:2]1[CH:3]=[N:4][C:5]2[N:6]([N:8]=[C:9]([C:11]([OH:13])=O)[CH:10]=2)[CH:7]=1.[CH3:14][CH:15]1[NH:20][CH2:19][CH2:18][N:17]2[C:21]([C:24]3[CH:25]=[N:26][CH:27]=[N:28][CH:29]=3)=[N:22][N:23]=[C:16]12, predict the reaction product. The product is: [Cl:1][C:2]1[CH:3]=[N:4][C:5]2[N:6]([N:8]=[C:9]([C:11]([N:20]3[CH2:19][CH2:18][N:17]4[C:21]([C:24]5[CH:25]=[N:26][CH:27]=[N:28][CH:29]=5)=[N:22][N:23]=[C:16]4[CH:15]3[CH3:14])=[O:13])[CH:10]=2)[CH:7]=1. (2) Given the reactants [NH:1]1[CH2:6][CH2:5][C:4]2([O:11][C:10]3[C:12]4[C:17]([C:18](=[O:21])[C:19](=[O:20])[C:9]=3[S:8][CH2:7]2)=[CH:16][CH:15]=[CH:14][CH:13]=4)[CH2:3][CH2:2]1.Br[CH2:23][CH2:24][O:25][C:26]1[CH:31]=[CH:30][CH:29]=[CH:28][CH:27]=1, predict the reaction product. The product is: [O:25]([CH2:24][CH2:23][N:1]1[CH2:2][CH2:3][C:4]2([O:11][C:10]3[C:12]4[C:17]([C:18](=[O:21])[C:19](=[O:20])[C:9]=3[S:8][CH2:7]2)=[CH:16][CH:15]=[CH:14][CH:13]=4)[CH2:5][CH2:6]1)[C:26]1[CH:31]=[CH:30][CH:29]=[CH:28][CH:27]=1. (3) The product is: [C:10]([O:14][C:15](=[O:16])[NH:1][C:2]1[S:3][C:4]([CH:8]=[O:9])=[C:5]([Cl:7])[N:6]=1)([CH3:13])([CH3:12])[CH3:11]. Given the reactants [NH2:1][C:2]1[S:3][C:4]([CH:8]=[O:9])=[C:5]([Cl:7])[N:6]=1.[C:10]([O:14][C:15](O[C:15]([O:14][C:10]([CH3:13])([CH3:12])[CH3:11])=[O:16])=[O:16])([CH3:13])([CH3:12])[CH3:11], predict the reaction product. (4) The product is: [NH2:14][C:15]([O:51][CH2:39][CH3:40])=[O:16].[NH2:33][C:18]([NH2:17])=[O:19]. Given the reactants C1C(CC2C=CC([N:14]=[C:15]=[O:16])=CC=2)=CC=C([N:17]=[C:18]=[O:19])C=1.C1C=C(CC2C=CC([N:33]=C=O)=CC=2)C(N=C=O)=CC=1.[CH2:39]([O:51]S(C1C=CC=CC=1)(=O)=O)[CH2:40]CCCCCCCCCC.[Na].FC(F)=C(F)F, predict the reaction product. (5) Given the reactants [CH3:1][N:2]1[CH2:27][CH2:26][C:5]2[N:6]([CH2:14][CH:15]([C:17]3[CH:18]=[CH:19][C:20]([C:23](O)=[O:24])=[N:21][CH:22]=3)[OH:16])[C:7]3[CH:8]=[CH:9][C:10]([CH3:13])=[CH:11][C:12]=3[C:4]=2[CH2:3]1.C[CH2:29][N:30]=[C:31]=NCCCN(C)C.Cl.CNC, predict the reaction product. The product is: [CH3:1][N:2]1[CH2:27][CH2:26][C:5]2[N:6]([CH2:14][CH:15]([C:17]3[CH:18]=[CH:19][C:20]([C:23]([N:30]([CH3:31])[CH3:29])=[O:24])=[N:21][CH:22]=3)[OH:16])[C:7]3[CH:8]=[CH:9][C:10]([CH3:13])=[CH:11][C:12]=3[C:4]=2[CH2:3]1. (6) Given the reactants [CH:1]([C:4]1[CH:9]=[CH:8][C:7]([CH:10]2[C:14]3[C:15]([CH3:21])=[CH:16][C:17]([CH3:20])=[C:18]([CH3:19])[C:13]=3[O:12][C:11]2=[O:22])=[CH:6][CH:5]=1)([CH3:3])[CH3:2].[H-].[Na+].[CH3:25]I.O, predict the reaction product. The product is: [CH:1]([C:4]1[CH:5]=[CH:6][C:7]([C:10]2([CH3:25])[C:14]3[C:15]([CH3:21])=[CH:16][C:17]([CH3:20])=[C:18]([CH3:19])[C:13]=3[O:12][C:11]2=[O:22])=[CH:8][CH:9]=1)([CH3:3])[CH3:2]. (7) Given the reactants [CH2:1]([C:8]1([CH3:14])[C:11](=[O:12])[CH2:10][C:9]1=[O:13])[C:2]1[CH:7]=[CH:6][CH:5]=[CH:4][CH:3]=1.[CH:15](=O)[C:16]1[CH:21]=[CH:20][CH:19]=[CH:18][CH:17]=1.[CH3:23][C:24]([NH:37][C:38](=[O:40])[CH3:39])([CH3:36])[CH2:25][C:26]1[C:34]2[C:29](=[CH:30][C:31]([CH3:35])=[CH:32][CH:33]=2)[NH:28][CH:27]=1, predict the reaction product. The product is: [CH2:1]([C:8]1([CH3:14])[C:9](=[O:13])[C:10]([CH:15]([C:16]2[CH:21]=[CH:20][CH:19]=[CH:18][CH:17]=2)[C:27]2[NH:28][C:29]3[C:34]([C:26]=2[CH2:25][C:24]([NH:37][C:38](=[O:40])[CH3:39])([CH3:23])[CH3:36])=[CH:33][CH:32]=[C:31]([CH3:35])[CH:30]=3)=[C:11]1[OH:12])[C:2]1[CH:7]=[CH:6][CH:5]=[CH:4][CH:3]=1. (8) Given the reactants [CH3:1][O:2][C:3]1[CH:8]=[CH:7][C:6]([CH3:9])=[CH:5][C:4]=1[N:10]=[C:11]=[N:12][C:13]1[CH:18]=[CH:17][N:16]=[CH:15][C:14]=1/[CH:19]=[CH:20]/[C:21]([O:23][CH3:24])=[O:22].[F:25][C:26]1[CH:31]=[CH:30][C:29]([N:32]2[CH2:37][CH2:36][NH:35][CH2:34][CH2:33]2)=[CH:28][CH:27]=1, predict the reaction product. The product is: [F:25][C:26]1[CH:27]=[CH:28][C:29]([N:32]2[CH2:37][CH2:36][N:35]([C:11]3[N:10]([C:4]4[CH:5]=[C:6]([CH3:9])[CH:7]=[CH:8][C:3]=4[O:2][CH3:1])[CH:19]([CH2:20][C:21]([O:23][CH3:24])=[O:22])[C:14]4[CH:15]=[N:16][CH:17]=[CH:18][C:13]=4[N:12]=3)[CH2:34][CH2:33]2)=[CH:30][CH:31]=1.